Task: Regression. Given a peptide amino acid sequence and an MHC pseudo amino acid sequence, predict their binding affinity value. This is MHC class II binding data.. Dataset: Peptide-MHC class II binding affinity with 134,281 pairs from IEDB (1) The peptide sequence is AREKNPRLCTKEEFI. The MHC is HLA-DQA10103-DQB10603 with pseudo-sequence HLA-DQA10103-DQB10603. The binding affinity (normalized) is 0. (2) The peptide sequence is RGDSRLTYQWHKEGS. The MHC is DRB3_0101 with pseudo-sequence DRB3_0101. The binding affinity (normalized) is 0. (3) The peptide sequence is EKKYFAATVFEPLAA. The MHC is HLA-DPA10103-DPB10601 with pseudo-sequence HLA-DPA10103-DPB10601. The binding affinity (normalized) is 0.962. (4) The peptide sequence is DKVYEILKINSVKYY. The MHC is DRB1_0901 with pseudo-sequence DRB1_0901. The binding affinity (normalized) is 0.764. (5) The peptide sequence is TPDVSFFDSSFAPYL. The MHC is DRB3_0202 with pseudo-sequence DRB3_0202. The binding affinity (normalized) is 0.256. (6) The peptide sequence is YVDRFFKTLRAEQATQDV. The binding affinity (normalized) is 0.650. The MHC is DRB5_0101 with pseudo-sequence DRB5_0101. (7) The peptide sequence is VIYGTASFFFLYGALLLAYG. The MHC is H-2-IAk with pseudo-sequence H-2-IAk. The binding affinity (normalized) is 0. (8) The peptide sequence is ALRIIAGTPEVHAVK. The MHC is HLA-DPA10103-DPB10301 with pseudo-sequence HLA-DPA10103-DPB10301. The binding affinity (normalized) is 0.978.